This data is from CYP1A2 inhibition data for predicting drug metabolism from PubChem BioAssay. The task is: Regression/Classification. Given a drug SMILES string, predict its absorption, distribution, metabolism, or excretion properties. Task type varies by dataset: regression for continuous measurements (e.g., permeability, clearance, half-life) or binary classification for categorical outcomes (e.g., BBB penetration, CYP inhibition). Dataset: cyp1a2_veith. (1) The molecule is CCOC(=O)N1CCN(C(=O)CNCc2cccs2)CC1.O=C(O)C(=O)O. The result is 0 (non-inhibitor). (2) The result is 1 (inhibitor). The drug is O=Nc1c(O)n(Cc2ccc(Cl)cc2)c2ccccc12. (3) The compound is C=CC[C@@H]1C=C[C@@H](O/N=C\c2ccc(C(=O)N3[C@H](C(=O)OC)CC[C@H](C)[C@H]3c3ccc(C)cc3)cc2)[C@@H](CO)O1. The result is 0 (non-inhibitor). (4) The drug is Cc1cccc(C)c1OC1(c2ccccc2)OC(=O)c2ccccc21. The result is 1 (inhibitor). (5) The compound is Cc1cc(OCn2ccc(C(=O)O)n2)ccc1Cl. The result is 0 (non-inhibitor). (6) The drug is Cc1cc(=O)oc(C)c1C(=O)Nc1ccc(Cl)cn1. The result is 0 (non-inhibitor). (7) The compound is CCOC(=O)c1cc2c(=O)n3ccccc3nc2n(CCOC)c1=NC(=O)C(C)(C)C. The result is 1 (inhibitor). (8) The compound is COC(=O)Cn1c(=O)c2c(nc(Br)n2Cc2ccccc2Cl)n(C)c1=O. The result is 0 (non-inhibitor). (9) The drug is O=C(NCc1ccccc1)c1onc(CSc2ccc(F)cc2)c1C(=O)NCCCN1CCOCC1. The result is 0 (non-inhibitor). (10) The result is 1 (inhibitor). The compound is CCOC(=O)N/N=C/c1ccccc1F.